From a dataset of Reaction yield outcomes from USPTO patents with 853,638 reactions. Predict the reaction yield, written as a fraction of the theoretical maximum amount of product (1.0 means a 100% yield; for example, 0.34 means a 34% yield). The reactants are [H-].[Na+].[F:3][C:4]1[CH:9]=[C:8]([N+:10]([O-:12])=[O:11])[CH:7]=[CH:6][C:5]=1[OH:13].Cl[C:15]1[CH:20]=[CH:19][N:18]=[C:17]([NH:21][CH2:22][CH2:23][CH2:24][OH:25])[N:16]=1. The catalyst is CN(C=O)C. The product is [F:3][C:4]1[CH:9]=[C:8]([N+:10]([O-:12])=[O:11])[CH:7]=[CH:6][C:5]=1[O:13][C:19]1[CH:20]=[CH:15][N:16]=[C:17]([NH:21][CH2:22][CH2:23][CH2:24][OH:25])[N:18]=1. The yield is 0.700.